This data is from M1 muscarinic receptor antagonist screen with 61,756 compounds. The task is: Binary Classification. Given a drug SMILES string, predict its activity (active/inactive) in a high-throughput screening assay against a specified biological target. (1) The molecule is s1c(NC(=O)Cn2ncc3c2c2c(oc3=O)cccc2)nc2c1cccc2. The result is 0 (inactive). (2) The drug is O1C2(OCC1)CCN(CC2)C(=O)CS(=O)Cc1nc(oc1C)c1c(cccc1)C. The result is 0 (inactive).